Dataset: Forward reaction prediction with 1.9M reactions from USPTO patents (1976-2016). Task: Predict the product of the given reaction. (1) The product is: [F:1][C:2]1([F:36])[O:6][C:5]2[CH:7]=[CH:8][C:9]([C:11]3([C:14]([NH:16][C:17]4[N:18]=[C:19]([C:27]5[CH:28]=[C:29]([CH:33]=[CH:34][CH:35]=5)[C:30]([Cl:39])=[O:31])[C:20]5[C:25]([CH:26]=4)=[CH:24][CH:23]=[CH:22][CH:21]=5)=[O:15])[CH2:13][CH2:12]3)=[CH:10][C:4]=2[O:3]1. Given the reactants [F:1][C:2]1([F:36])[O:6][C:5]2[CH:7]=[CH:8][C:9]([C:11]3([C:14]([NH:16][C:17]4[N:18]=[C:19]([C:27]5[CH:28]=[C:29]([CH:33]=[CH:34][CH:35]=5)[C:30](O)=[O:31])[C:20]5[C:25]([CH:26]=4)=[CH:24][CH:23]=[CH:22][CH:21]=5)=[O:15])[CH2:13][CH2:12]3)=[CH:10][C:4]=2[O:3]1.S(Cl)([Cl:39])=O.CN(C)C=O, predict the reaction product. (2) Given the reactants [F:1][C:2]1[CH:7]=[CH:6][C:5](/[C:8](/[C:12]2[CH:17]=[CH:16][N:15]=[CH:14][CH:13]=2)=[CH:9]\[C:10]#[N:11])=[CH:4][CH:3]=1, predict the reaction product. The product is: [F:1][C:2]1[CH:7]=[CH:6][C:5](/[C:8](/[C:12]2[CH:17]=[CH:16][N:15]=[CH:14][CH:13]=2)=[CH:9]/[CH2:10][NH2:11])=[CH:4][CH:3]=1. (3) Given the reactants FC(F)(F)C(O)=O.[CH:8]1([C:13]([N:15]2[CH2:20][CH:19]([C:21]3[CH:26]=[CH:25][C:24]([CH2:27][CH3:28])=[CH:23][CH:22]=3)[CH2:18][CH:17]([NH2:29])[CH2:16]2)=[O:14])[CH2:12][CH2:11][CH2:10][CH2:9]1.[C:30]1([CH2:36][C:37](O)=[O:38])[CH:35]=[CH:34][CH:33]=[CH:32][CH:31]=1, predict the reaction product. The product is: [CH:8]1([C:13]([N:15]2[CH2:20][CH:19]([C:21]3[CH:22]=[CH:23][C:24]([CH2:27][CH3:28])=[CH:25][CH:26]=3)[CH2:18][CH:17]([NH:29][C:37](=[O:38])[CH2:36][C:30]3[CH:35]=[CH:34][CH:33]=[CH:32][CH:31]=3)[CH2:16]2)=[O:14])[CH2:9][CH2:10][CH2:11][CH2:12]1. (4) Given the reactants C(OC(=O)[NH:7][C:8]1[CH:13]=[CH:12][C:11]([C:14]2[CH:19]=[CH:18][C:17]([F:20])=[CH:16][CH:15]=2)=[CH:10][C:9]=1[NH:21][C:22](=[O:32])[CH2:23][C:24]([C:26]1[S:27][CH:28]=[CH:29][C:30]=1[Cl:31])=O)(C)(C)C.C(O)(C(F)(F)F)=O, predict the reaction product. The product is: [Cl:31][C:30]1[CH:29]=[CH:28][S:27][C:26]=1[C:24]1[CH2:23][C:22](=[O:32])[NH:21][C:9]2[CH:10]=[C:11]([C:14]3[CH:19]=[CH:18][C:17]([F:20])=[CH:16][CH:15]=3)[CH:12]=[CH:13][C:8]=2[N:7]=1. (5) Given the reactants C([O:4][C@H:5]1[CH2:10][CH2:9][C@@:8]([C@H:12]2[CH2:20][CH2:19][C@@:18]3([CH3:21])[C@@H:14]([CH2:15][CH2:16][C:17]3=[CH2:22])[C@@H:13]2[CH2:23][NH2:24])([CH3:11])[C@@H:7]([CH2:25][OH:26])[CH2:6]1)(=O)C.[C:27](O[C:27]([O:29][C:30]([CH3:33])([CH3:32])[CH3:31])=[O:28])([O:29][C:30]([CH3:33])([CH3:32])[CH3:31])=[O:28].CCOC(C)=O, predict the reaction product. The product is: [OH:4][C@H:5]1[CH2:10][CH2:9][C@@:8]([C@H:12]2[CH2:20][CH2:19][C@@:18]3([CH3:21])[C@@H:14]([CH2:15][CH2:16][C:17]3=[CH2:22])[C@@H:13]2[CH2:23][NH:24][C:27](=[O:28])[O:29][C:30]([CH3:33])([CH3:32])[CH3:31])([CH3:11])[C@@H:7]([CH2:25][OH:26])[CH2:6]1. (6) Given the reactants [NH2:1][C:2]1[CH:7]=[CH:6][CH:5]=[CH:4][C:3]=1[NH:8][C:9](=[O:17])[C:10]1[CH:15]=[CH:14][C:13](I)=[CH:12][CH:11]=1.[CH2:18]1[C:27]2[C:22](=[CH:23][CH:24]=[CH:25][CH:26]=2)[CH2:21][CH2:20][NH:19]1.[CH3:28][C:29]([CH3:32])=[C:30]=[CH2:31].C(=O)([O-])[O-].[K+].[K+].O1C=CC=C1P(C1OC=CC=1)C1OC=CC=1, predict the reaction product. The product is: [NH2:1][C:2]1[CH:7]=[CH:6][CH:5]=[CH:4][C:3]=1[NH:8][C:9](=[O:17])[C:10]1[CH:15]=[CH:14][C:13]([C:30]([CH2:31][N:19]2[CH2:20][CH2:21][C:22]3[C:27](=[CH:26][CH:25]=[CH:24][CH:23]=3)[CH2:18]2)=[C:29]([CH3:32])[CH3:28])=[CH:12][CH:11]=1. (7) The product is: [O:1]1[C:6]2[CH:7]=[CH:8][CH:9]=[CH:10][C:5]=2[N:4]([C:11]([N:13]2[CH2:17][CH2:16][CH:15]([C:18]3[CH:23]=[CH:22][C:21]([F:24])=[CH:20][C:19]=3[C:25]([F:26])([F:28])[F:27])[CH2:14]2)=[O:12])[CH2:3][CH2:2]1. Given the reactants [O:1]1[C:6]2[CH:7]=[CH:8][CH:9]=[CH:10][C:5]=2[N:4]([C:11]([N:13]2[CH2:17][CH:16]=[C:15]([C:18]3[CH:23]=[CH:22][C:21]([F:24])=[CH:20][C:19]=3[C:25]([F:28])([F:27])[F:26])[CH2:14]2)=[O:12])[CH2:3][CH2:2]1, predict the reaction product.